From a dataset of Reaction yield outcomes from USPTO patents with 853,638 reactions. Predict the reaction yield, written as a fraction of the theoretical maximum amount of product (1.0 means a 100% yield; for example, 0.34 means a 34% yield). (1) The reactants are [CH2:1]([O:5][C:6]1[N:14]=[C:13]2[C:9]([NH:10][C:11](=[O:36])[N:12]2[CH2:15][C:16]2[CH:21]=[CH:20][C:19]([O:22][CH2:23][CH2:24][CH2:25][CH2:26][N:27]3[CH2:32][CH2:31][CH:30]([C:33]([OH:35])=[O:34])[CH2:29][CH2:28]3)=[CH:18][CH:17]=2)=[C:8]([NH2:37])[N:7]=1)[CH2:2][CH2:3][CH3:4].[CH3:38][N:39]([CH3:45])[CH2:40][CH2:41][CH2:42][CH2:43]O.ON1C2C=CC=CC=2N=N1.Cl.C(N=C=NCCCN(C)C)C. The catalyst is CN(C=O)C. The product is [CH2:1]([O:5][C:6]1[N:14]=[C:13]2[C:9]([NH:10][C:11](=[O:36])[N:12]2[CH2:15][C:16]2[CH:17]=[CH:18][C:19]([O:22][CH2:23][CH2:24][CH2:25][CH2:26][N:27]3[CH2:28][CH2:29][CH:30]([C:33]([O:35][CH2:43][CH2:42][CH2:41][CH2:40][N:39]([CH3:45])[CH3:38])=[O:34])[CH2:31][CH2:32]3)=[CH:20][CH:21]=2)=[C:8]([NH2:37])[N:7]=1)[CH2:2][CH2:3][CH3:4]. The yield is 0.350. (2) The reactants are [O:1]1[CH:5]=[CH:4][CH:3]=[C:2]1[C:6](=O)[CH2:7][C:8]1[CH:9]=[CH:10][C:11](=[O:15])[N:12]([CH3:14])[CH:13]=1.[CH3:17]OC(OC)N(C)C.Cl.[NH2:26][C:27]([NH2:29])=[NH:28].N12CCCN=C1CCCCC2. The catalyst is CC(O)C.CN(C)C=O. The product is [NH2:28][C:27]1[N:29]=[C:6]([C:2]2[O:1][CH:5]=[CH:4][CH:3]=2)[C:7]([C:8]2[CH:9]=[CH:10][C:11](=[O:15])[N:12]([CH3:14])[CH:13]=2)=[CH:17][N:26]=1. The yield is 0.841. (3) The reactants are [NH2:1][C:2]1[CH:7]=[CH:6][N:5]([C@H:8]2[C@H:12]([F:13])[C@H:11]([O:14]CC3C=CC=CC=3)[C@:10]([CH2:25][O:26]CC3C=CC=CC=3)([CH:22]([F:24])[F:23])[O:9]2)[C:4](=[O:34])[N:3]=1. The catalyst is Cl.CO.[OH-].[OH-].[Pd+2]. The product is [NH2:1][C:2]1[CH:7]=[CH:6][N:5]([C@H:8]2[C@H:12]([F:13])[C@H:11]([OH:14])[C@@:10]([CH:22]([F:24])[F:23])([CH2:25][OH:26])[O:9]2)[C:4](=[O:34])[N:3]=1. The yield is 0.250. (4) The reactants are [CH2:1]([O:3][C:4]([C:6]1[N:14]([CH3:15])[C:13]2[CH:12]=[CH:11][N:10]=[N:9][C:8]=2[C:7]=1[OH:16])=[O:5])[CH3:2].C1(N([S:24]([C:27]([F:30])([F:29])[F:28])(=[O:26])=[O:25])[S:24]([C:27]([F:30])([F:29])[F:28])(=[O:26])=[O:25])C=CC=CC=1.CCN(C(C)C)C(C)C. The catalyst is COCCOC. The product is [CH2:1]([O:3][C:4]([C:6]1[N:14]([CH3:15])[C:13]2[CH:12]=[CH:11][N:10]=[N:9][C:8]=2[C:7]=1[O:16][S:24]([C:27]([F:30])([F:29])[F:28])(=[O:26])=[O:25])=[O:5])[CH3:2]. The yield is 0.430. (5) The reactants are [C:1]([C:3]1[CH:4]=[C:5]([NH:9][C:10]2[C:19]3[C:14](=[CH:15][C:16]([F:23])=[C:17]([N+:20]([O-])=O)[CH:18]=3)[N:13]=[CH:12][N:11]=2)[CH:6]=[CH:7][CH:8]=1)#[CH:2].O.O.Cl[Sn]Cl.C([O-])(O)=O.[Na+]. The catalyst is C(OCC)(=O)C. The product is [C:1]([C:3]1[CH:4]=[C:5]([NH:9][C:10]2[C:19]3[C:14](=[CH:15][C:16]([F:23])=[C:17]([NH2:20])[CH:18]=3)[N:13]=[CH:12][N:11]=2)[CH:6]=[CH:7][CH:8]=1)#[CH:2]. The yield is 0.810. (6) The reactants are [C:1]1([C:7]2[N:8]=[C:9]3[C:14](=[N:15][C:16]=2[C:17]2[CH:22]=[CH:21][CH:20]=[CH:19][CH:18]=2)[N:13]=[CH:12][N:11]=[C:10]3[NH2:23])[CH:6]=[CH:5][CH:4]=[CH:3][CH:2]=1.S(=O)(=O)(O)N.N[CH2:30][CH2:31][CH2:32][N:33]1[CH2:38][CH2:37][N:36]([CH3:39])[CH2:35][CH2:34]1. No catalyst specified. The product is [C:1]1([C:7]2[N:8]=[C:9]3[C:14](=[N:15][C:16]=2[C:17]2[CH:18]=[CH:19][CH:20]=[CH:21][CH:22]=2)[N:13]=[CH:12][N:11]=[C:10]3[NH:23][CH2:30][CH2:31][CH2:32][N:33]2[CH2:38][CH2:37][N:36]([CH3:39])[CH2:35][CH2:34]2)[CH:2]=[CH:3][CH:4]=[CH:5][CH:6]=1. The yield is 0.170. (7) The reactants are [Br:1][C:2]1[CH:7]=[CH:6][C:5]([C:8](=[O:29])[CH:9]=P(C2C=CC=CC=2)(C2C=CC=CC=2)C2C=CC=CC=2)=[CH:4][C:3]=1[CH3:30].[Cl:31][C:32]1[CH:33]=[C:34]([C:39](=O)[C:40]([F:43])([F:42])[F:41])[CH:35]=[C:36]([Cl:38])[CH:37]=1. The catalyst is C1(C)C=CC=CC=1. The product is [Br:1][C:2]1[CH:7]=[CH:6][C:5]([C:8](=[O:29])[CH:9]=[C:39]([C:34]2[CH:35]=[C:36]([Cl:38])[CH:37]=[C:32]([Cl:31])[CH:33]=2)[C:40]([F:43])([F:42])[F:41])=[CH:4][C:3]=1[CH3:30]. The yield is 0.860. (8) The reactants are [Cl:1][C:2]1[CH:10]=[CH:9][C:8]([C:11]2[S:15][CH:14]=[N:13][CH:12]=2)=[CH:7][C:3]=1[C:4]([NH2:6])=[O:5].FC1C=CC([O:23][C:24](=O)[NH:25][C:26]2[S:27][C:28]3[CH:34]=[C:33]([S:35]([CH3:38])(=[O:37])=[O:36])[CH:32]=[CH:31][C:29]=3[N:30]=2)=CC=1. No catalyst specified. The product is [Cl:1][C:2]1[CH:10]=[CH:9][C:8]([C:11]2[S:15][CH:14]=[N:13][CH:12]=2)=[CH:7][C:3]=1[C:4]([NH:6][C:24](=[O:23])[NH:25][C:26]1[S:27][C:28]2[CH:34]=[C:33]([S:35]([CH3:38])(=[O:37])=[O:36])[CH:32]=[CH:31][C:29]=2[N:30]=1)=[O:5]. The yield is 0.0900. (9) The reactants are [F:1][C:2]1[CH:7]=[CH:6][CH:5]=[C:4]([F:8])[C:3]=1[N:9]1[C:14]2[N:15]=[C:16]([N:29]3[CH2:34][CH2:33][CH:32]([N:35]4[CH2:40][CH2:39][CH:38]([CH3:41])[CH2:37][CH2:36]4)[CH2:31][CH2:30]3)[N:17]=[C:18]([C:19]3[CH:20]=[C:21]([CH:25]=[CH:26][C:27]=3[CH3:28])[C:22](O)=[O:23])[C:13]=2[CH:12]=[CH:11][C:10]1=[O:42].CN(C(O[N:51]1N=N[C:53]2C=CC=[CH:57][C:52]1=2)=[N+](C)C)C.F[P-](F)(F)(F)(F)F.C(N(CC)CC)C.C(N)(C)C. The catalyst is CN(C=O)C. The product is [F:1][C:2]1[CH:7]=[CH:6][CH:5]=[C:4]([F:8])[C:3]=1[N:9]1[C:14]2[N:15]=[C:16]([N:29]3[CH2:30][CH2:31][CH:32]([N:35]4[CH2:36][CH2:37][CH:38]([CH3:41])[CH2:39][CH2:40]4)[CH2:33][CH2:34]3)[N:17]=[C:18]([C:19]3[CH:20]=[C:21]([CH:25]=[CH:26][C:27]=3[CH3:28])[C:22]([NH:51][CH:52]([CH3:57])[CH3:53])=[O:23])[C:13]=2[CH:12]=[CH:11][C:10]1=[O:42]. The yield is 0.485.